The task is: Predict the product of the given reaction.. This data is from Forward reaction prediction with 1.9M reactions from USPTO patents (1976-2016). (1) Given the reactants [NH2:1][C:2]1[CH:24]=[CH:23][C:5]([CH2:6][C:7]2[N:17]([CH2:18][C:19]([CH3:22])([CH3:21])[CH3:20])[C:10]3[N:11]=[C:12]([C:15]#[N:16])[N:13]=[CH:14][C:9]=3[CH:8]=2)=[CH:4][CH:3]=1.[C:25]1(=[O:31])[O:30][C:28](=[O:29])[CH2:27][CH2:26]1, predict the reaction product. The product is: [C:15]([C:12]1[N:13]=[CH:14][C:9]2[CH:8]=[C:7]([CH2:6][C:5]3[CH:4]=[CH:3][C:2]([NH:1][C:25](=[O:31])[CH2:26][CH2:27][C:28]([OH:30])=[O:29])=[CH:24][CH:23]=3)[N:17]([CH2:18][C:19]([CH3:21])([CH3:20])[CH3:22])[C:10]=2[N:11]=1)#[N:16]. (2) Given the reactants [CH3:1]C(C)([O-])C.[K+].[N+](=CP(=O)(OC)OC)=[N-].[C:16]([C:18]1[CH:23]=[CH:22][C:21]([N:24]2[CH2:28][CH:27]([CH2:29][N:30]3[C:38](=[O:39])[C:37]4[C:32](=[CH:33][CH:34]=[CH:35][CH:36]=4)[C:31]3=[O:40])[O:26][C:25]2=[O:41])=[CH:20][C:19]=1[F:42])#[CH:17], predict the reaction product. The product is: [F:42][C:19]1[CH:20]=[C:21]([N:24]2[CH2:28][CH:27]([CH2:29][N:30]3[C:31](=[O:40])[C:32]4[C:37](=[CH:36][CH:35]=[CH:34][CH:33]=4)[C:38]3=[O:39])[O:26][C:25]2=[O:41])[CH:22]=[CH:23][C:18]=1[C:16]#[C:17][CH3:1]. (3) Given the reactants [CH2:1]([O:3][C:4]1[CH:9]=[CH:8][C:7]([C:10]2[N:15]=[C:14]([C:16]#[N:17])[C:13]3[N:18]=[CH:19][NH:20][C:12]=3[CH:11]=2)=[CH:6][C:5]=1[C:21]([F:24])([F:23])[F:22])[CH3:2].[Br:25][CH2:26][CH2:27]O.C[N+](CC(O)=O)(C)C, predict the reaction product. The product is: [Br:25][CH2:26][CH2:27][N:20]1[C:12]2[CH:11]=[C:10]([C:7]3[CH:8]=[CH:9][C:4]([O:3][CH2:1][CH3:2])=[C:5]([C:21]([F:23])([F:24])[F:22])[CH:6]=3)[N:15]=[C:14]([C:16]#[N:17])[C:13]=2[N:18]=[CH:19]1. (4) Given the reactants CC1C(NC(C2[N:15]([C:16]3[N:21]=[CH:20]C=CC=3Cl)[N:14]=C(Br)C=2)=O)=C(C(NC)=O)C=C(Cl)C=1.CC1[C:35]([NH:36][C:37](C2N(C3N=CC=CC=3Cl)N=C(Br)C=2)=O)=C(C(NC)=O)C=C(C#N)C=1.[CH3:58]C1C=C(C(F)(C(F)(F)F)C(F)(F)F)C=CC=1NC(C1C=CC=C(I)C=1C(NC(CS(C)(=O)=O)(C)C)=O)=O.C[C:97](C)=[O:98].[OH2:100], predict the reaction product. The product is: [CH3:58][N:21]([C:16]([N:15]=[N:14][C:97]([N:36]([CH3:37])[CH3:35])=[O:98])=[O:100])[CH3:20]. (5) Given the reactants C(O)(=O)C.[C:5]1(=O)[C:15]2=[C:16]3[C:11](=[CH:12][CH:13]=[CH:14]2)[CH:10]=[CH:9][CH:8]=[C:7]3[C:6]1=O.[NH2:19][C:20]1[CH:21]=[C:22]([CH3:27])[CH:23]=[CH:24][C:25]=1[NH2:26], predict the reaction product. The product is: [CH3:27][C:22]1[CH:21]=[C:20]2[C:25](=[CH:24][CH:23]=1)[N:26]=[C:6]1[C:7]3[CH:8]=[CH:9][CH:10]=[C:11]4[C:16]=3[C:15]([C:5]1=[N:19]2)=[CH:14][CH:13]=[CH:12]4. (6) The product is: [C:13]([C:2]1[CH:3]=[C:4]([CH3:7])[CH:5]=[CH:6][N:1]=1)#[N:14]. Given the reactants [N+:1]1([O-])[CH:6]=[CH:5][C:4]([CH3:7])=[CH:3][CH:2]=1.C[Si]([C:13]#[N:14])(C)C.N12CCCN=C1CCCCC2, predict the reaction product. (7) Given the reactants [Cl:1][C:2]1[CH:3]=[N:4][C:5]2[N:6]([N:8]=[C:9]([C:11]([OH:13])=O)[CH:10]=2)[CH:7]=1.[F:14][C:15]1[C:20]([C:21]2[N:25]3[CH2:26][CH2:27][NH:28][CH2:29][C:24]3=[N:23][CH:22]=2)=[CH:19][CH:18]=[CH:17][N:16]=1, predict the reaction product. The product is: [Cl:1][C:2]1[CH:3]=[N:4][C:5]2[N:6]([N:8]=[C:9]([C:11]([N:28]3[CH2:27][CH2:26][N:25]4[C:21]([C:20]5[C:15]([F:14])=[N:16][CH:17]=[CH:18][CH:19]=5)=[CH:22][N:23]=[C:24]4[CH2:29]3)=[O:13])[CH:10]=2)[CH:7]=1. (8) Given the reactants C1(S(CC[O:12][C:13](=[O:66])[CH2:14][O:15][C:16]2[CH:21]=[CH:20][C:19]([S:22]([N:25]3[C:29]4[CH:30]=[CH:31][CH:32]=[CH:33][C:28]=4[N:27]=[C:26]3[S:34]([CH2:36][C:37]3[C:42]([CH3:43])=[C:41]([O:44][CH2:45][C:46]([F:49])([F:48])[F:47])[CH:40]=[CH:39][N:38]=3)=[O:35])(=[O:24])=[O:23])=[CH:18][C:17]=2[O:50][CH2:51][C:52]([O:54]CCS(C2C=CC=CC=2)(=O)=O)=[O:53])(=O)=O)C=CC=CC=1.C([O-])(O)=O.[Na+:71], predict the reaction product. The product is: [Na+:71].[Na+:71].[C:52]([CH2:51][O:50][C:17]1[CH:18]=[C:19]([S:22]([N:25]2[C:29]3[CH:30]=[CH:31][CH:32]=[CH:33][C:28]=3[N:27]=[C:26]2[S:34]([CH2:36][C:37]2[C:42]([CH3:43])=[C:41]([O:44][CH2:45][C:46]([F:47])([F:48])[F:49])[CH:40]=[CH:39][N:38]=2)=[O:35])(=[O:23])=[O:24])[CH:20]=[CH:21][C:16]=1[O:15][CH2:14][C:13]([O-:66])=[O:12])([OH:54])=[O:53].[C:52]([CH2:51][O:50][C:17]1[CH:18]=[C:19]([S:22]([N:25]2[C:29]3[CH:30]=[CH:31][CH:32]=[CH:33][C:28]=3[N:27]=[C:26]2[S:34]([CH2:36][C:37]2[C:42]([CH3:43])=[C:41]([O:44][CH2:45][C:46]([F:47])([F:48])[F:49])[CH:40]=[CH:39][N:38]=2)=[O:35])(=[O:23])=[O:24])[CH:20]=[CH:21][C:16]=1[O:15][CH2:14][C:13]([O-:66])=[O:12])([OH:54])=[O:53]. (9) The product is: [Cl:8][C:5]1[S:4][C:3]([CH2:2][O:9][C:10]2[CH:11]=[CH:12][C:13]([CH2:16][C:17](=[O:19])[CH3:18])=[CH:14][CH:15]=2)=[CH:7][CH:6]=1. Given the reactants Cl[CH2:2][C:3]1[S:4][C:5]([Cl:8])=[CH:6][CH:7]=1.[OH:9][C:10]1[CH:15]=[CH:14][C:13]([CH2:16][C:17](=[O:19])[CH3:18])=[CH:12][CH:11]=1, predict the reaction product.